Dataset: Full USPTO retrosynthesis dataset with 1.9M reactions from patents (1976-2016). Task: Predict the reactants needed to synthesize the given product. (1) Given the product [N+:24]([C:21]1[CH:22]=[CH:23][C:18]([N:2]2[CH2:5][CH:4]([C:6]([O:8][CH3:9])=[O:7])[CH2:3]2)=[CH:19][CH:20]=1)([O-:26])=[O:25], predict the reactants needed to synthesize it. The reactants are: Cl.[NH:2]1[CH2:5][CH:4]([C:6]([O:8][CH3:9])=[O:7])[CH2:3]1.CN1CCOCC1.F[C:18]1[CH:23]=[CH:22][C:21]([N+:24]([O-:26])=[O:25])=[CH:20][CH:19]=1.O. (2) Given the product [CH3:11][O:10][C:4]1[CH:3]=[C:2]([O:1][CH2:13][C:14]([CH2:15][O:16][CH2:17][CH2:18][CH2:19][CH2:20][CH2:21][CH2:22][CH2:23][CH2:24][CH2:25][CH2:26][CH2:27][CH2:28][CH2:29][CH2:30][CH2:31][CH2:32][CH2:33][CH3:34])([CH2:55][O:56][CH2:57][CH2:58][CH2:59][CH2:60][CH2:61][CH2:62][CH2:63][CH2:64][CH2:65][CH2:66][CH2:67][CH2:68][CH2:69][CH2:70][CH2:71][CH2:72][CH2:73][CH3:74])[CH2:35][O:36][CH2:37][CH2:38][CH2:39][CH2:40][CH2:41][CH2:42][CH2:43][CH2:44][CH2:45][CH2:46][CH2:47][CH2:48][CH2:49][CH2:50][CH2:51][CH2:52][CH2:53][CH3:54])[CH:9]=[CH:8][C:5]=1[CH:6]=[O:7], predict the reactants needed to synthesize it. The reactants are: [OH:1][C:2]1[CH:9]=[CH:8][C:5]([CH:6]=[O:7])=[C:4]([O:10][CH3:11])[CH:3]=1.I[CH2:13][C:14]([CH2:55][O:56][CH2:57][CH2:58][CH2:59][CH2:60][CH2:61][CH2:62][CH2:63][CH2:64][CH2:65][CH2:66][CH2:67][CH2:68][CH2:69][CH2:70][CH2:71][CH2:72][CH2:73][CH3:74])([CH2:35][O:36][CH2:37][CH2:38][CH2:39][CH2:40][CH2:41][CH2:42][CH2:43][CH2:44][CH2:45][CH2:46][CH2:47][CH2:48][CH2:49][CH2:50][CH2:51][CH2:52][CH2:53][CH3:54])[CH2:15][O:16][CH2:17][CH2:18][CH2:19][CH2:20][CH2:21][CH2:22][CH2:23][CH2:24][CH2:25][CH2:26][CH2:27][CH2:28][CH2:29][CH2:30][CH2:31][CH2:32][CH2:33][CH3:34].C(=O)([O-])[O-].[K+].[K+].Cl.